From a dataset of Full USPTO retrosynthesis dataset with 1.9M reactions from patents (1976-2016). Predict the reactants needed to synthesize the given product. (1) Given the product [Cl:1][C:2]1[CH:3]=[C:4]([CH:14]([CH2:18][CH:19]2[CH2:23][CH2:22][CH2:21][CH2:20]2)[C:15]([NH:34][C:32]([NH:31][CH3:30])=[O:33])=[O:16])[CH:5]=[CH:6][C:7]=1[N:8]1[C:12]([CH3:13])=[N:11][N:10]=[N:9]1, predict the reactants needed to synthesize it. The reactants are: [Cl:1][C:2]1[CH:3]=[C:4]([CH:14]([CH2:18][CH:19]2[CH2:23][CH2:22][CH2:21][CH2:20]2)[C:15](O)=[O:16])[CH:5]=[CH:6][C:7]=1[N:8]1[C:12]([CH3:13])=[N:11][N:10]=[N:9]1.C(Cl)(=O)C(Cl)=O.[CH3:30][NH:31][C:32]([NH2:34])=[O:33].N1C=CC=CC=1.Cl. (2) Given the product [Cl:19][C:8]1[N:9]=[C:10]([N:13]2[CH2:18][CH2:17][O:16][CH2:15][CH2:14]2)[C:11]2[N:12]=[C:3]([CH2:2][NH:26][CH:23]3[CH2:24][CH2:25][O:20][CH2:21][CH2:22]3)[CH:4]=[CH:5][C:6]=2[N:7]=1, predict the reactants needed to synthesize it. The reactants are: Br[CH2:2][C:3]1[CH:4]=[CH:5][C:6]2[N:7]=[C:8]([Cl:19])[N:9]=[C:10]([N:13]3[CH2:18][CH2:17][O:16][CH2:15][CH2:14]3)[C:11]=2[N:12]=1.[O:20]1[CH2:25][CH2:24][CH:23]([NH2:26])[CH2:22][CH2:21]1. (3) Given the product [C:53]([C:48]1[CH:49]=[C:50]2[C:45](=[C:46]([F:57])[CH:47]=1)[C:44](=[O:58])[N:43]([C:29]1[CH:30]=[CH:31][CH:32]=[C:33]([C:2]3[CH:3]=[C:4]([NH:8][C:9]4[CH:10]=[CH:11][C:12]([C:15]([N:17]5[CH2:22][CH2:21][O:20][CH2:19][CH2:18]5)=[O:16])=[CH:13][N:14]=4)[N:5]=[CH:6][N:7]=3)[C:28]=1[CH2:27][O:26][C:23](=[O:25])[CH3:24])[N:52]=[CH:51]2)([CH3:54])([CH3:55])[CH3:56], predict the reactants needed to synthesize it. The reactants are: Cl[C:2]1[N:7]=[CH:6][N:5]=[C:4]([NH:8][C:9]2[N:14]=[CH:13][C:12]([C:15]([N:17]3[CH2:22][CH2:21][O:20][CH2:19][CH2:18]3)=[O:16])=[CH:11][CH:10]=2)[CH:3]=1.[C:23]([O:26][CH2:27][C:28]1[C:33](B2OC(C)(C)C(C)(C)O2)=[CH:32][CH:31]=[CH:30][C:29]=1[N:43]1[N:52]=[CH:51][C:50]2[C:45](=[C:46]([F:57])[CH:47]=[C:48]([C:53]([CH3:56])([CH3:55])[CH3:54])[CH:49]=2)[C:44]1=[O:58])(=[O:25])[CH3:24].C([O-])([O-])=O.[Na+].[Na+].O. (4) Given the product [N:1]1[CH:6]=[CH:5][CH:4]=[CH:3][C:2]=1[C:7]1[N:8]=[CH:9][NH:10][CH:11]=1, predict the reactants needed to synthesize it. The reactants are: [N:1]1[CH:6]=[CH:5][CH:4]=[CH:3][C:2]=1[C:7]1[N:8]=[CH:9][N:10](C(C2C=CC=CC=2)(C2C=CC=CC=2)C2C=CC=CC=2)[CH:11]=1.Cl. (5) The reactants are: [Cl:1][C:2]1[C:3]([O:11][C:12]2[CH:17]=[CH:16][C:15]([Cl:18])=[CH:14][C:13]=2[C:19]2[N:23]([CH3:24])[N:22]=[CH:21][CH:20]=2)=[CH:4][C:5]([F:10])=[C:6]([CH:9]=1)[C:7]#[N:8].OO.C(=O)([O-])[O-:28].[K+].[K+]. Given the product [Cl:1][C:2]1[C:3]([O:11][C:12]2[CH:17]=[CH:16][C:15]([Cl:18])=[CH:14][C:13]=2[C:19]2[N:23]([CH3:24])[N:22]=[CH:21][CH:20]=2)=[CH:4][C:5]([F:10])=[C:6]([CH:9]=1)[C:7]([NH2:8])=[O:28], predict the reactants needed to synthesize it.